This data is from Full USPTO retrosynthesis dataset with 1.9M reactions from patents (1976-2016). The task is: Predict the reactants needed to synthesize the given product. (1) Given the product [CH2:1]([N:8]1[CH2:12][C@H:11]([C:13]2[CH:18]=[C:17]([F:19])[C:16]([F:20])=[CH:15][C:14]=2[F:21])[C@@H:10]([NH:27][C:30](=[O:39])[O:53][C:49]([CH3:52])([CH3:51])[CH3:50])[CH2:9]1)[C:2]1[CH:3]=[CH:4][CH:5]=[CH:6][CH:7]=1, predict the reactants needed to synthesize it. The reactants are: [CH2:1]([N:8]1[CH2:12][C@H:11]([C:13]2[CH:18]=[C:17]([F:19])[C:16]([F:20])=[CH:15][C:14]=2[F:21])[C@@H:10](C(O)=O)[CH2:9]1)[C:2]1[CH:7]=[CH:6][CH:5]=[CH:4][CH:3]=1.C([N:27]([CH2:30]C)CC)C.C1(P(N=[N+]=[N-])(C2C=CC=CC=2)=[O:39])C=CC=CC=1.[C:49]([OH:53])([CH3:52])([CH3:51])[CH3:50]. (2) Given the product [CH2:9]([N:8]([CH2:13][CH:14]([CH3:16])[CH3:15])[C:6](=[O:7])[C:5]1[CH:17]=[CH:18][C:2]([NH:34][CH2:33][CH2:32][CH2:31][N:30]([CH3:35])[CH2:29][CH2:28][C:23]2[CH:24]=[CH:25][CH:26]=[CH:27][N:22]=2)=[C:3]([N+:19]([O-:21])=[O:20])[CH:4]=1)[CH:10]([CH3:12])[CH3:11], predict the reactants needed to synthesize it. The reactants are: F[C:2]1[CH:18]=[CH:17][C:5]([C:6]([N:8]([CH2:13][CH:14]([CH3:16])[CH3:15])[CH2:9][CH:10]([CH3:12])[CH3:11])=[O:7])=[CH:4][C:3]=1[N+:19]([O-:21])=[O:20].[N:22]1[CH:27]=[CH:26][CH:25]=[CH:24][C:23]=1[CH2:28][CH2:29][NH:30][CH2:31][CH2:32][CH2:33][NH2:34].[C:35](=O)([O-])[O-].[Cs+].[Cs+]. (3) The reactants are: I[C:2]1[CH:7]=[CH:6][C:5]([OH:8])=[CH:4][CH:3]=1.B1(B2OC(C)(C)C(C)(C)O2)OC(C)(C)C(C)(C)O1.C([O-])(=O)C.[K+].Br[C:33]1[NH:34][C:35]2[CH:36]=[CH:37][CH:38]=[C:39]3[C:45](=[O:46])[NH:44][CH2:43][CH2:42][C:41]=1[C:40]=23.C(=O)([O-])[O-].[Na+].[Na+]. Given the product [OH:8][C:5]1[CH:6]=[CH:7][C:2]([C:33]2[NH:34][C:35]3[CH:36]=[CH:37][CH:38]=[C:39]4[C:45](=[O:46])[NH:44][CH2:43][CH2:42][C:41]=2[C:40]=34)=[CH:3][CH:4]=1, predict the reactants needed to synthesize it. (4) Given the product [NH:14]1[C:15]2[C:20](=[CH:19][CH:18]=[CH:17][CH:16]=2)[C:12](/[CH:11]=[CH:10]/[C:7]2[CH:8]=[CH:9][C:4]([C:3]([OH:2])=[O:22])=[CH:5][C:6]=2[NH:21][C:35]([C:31]2[O:30][CH:34]=[CH:33][CH:32]=2)=[O:36])=[N:13]1, predict the reactants needed to synthesize it. The reactants are: C[O:2][C:3](=[O:22])[C:4]1[CH:9]=[CH:8][C:7]([CH:10]=[CH:11][C:12]2[C:20]3[C:15](=[CH:16][CH:17]=[CH:18][CH:19]=3)[NH:14][N:13]=2)=[C:6]([NH2:21])[CH:5]=1.C(N(CC)CC)C.[O:30]1[CH:34]=[CH:33][CH:32]=[C:31]1[C:35](Cl)=[O:36].[OH-].[Na+].Cl. (5) Given the product [Cl:24][C:25]1[CH:30]=[CH:29][C:28]([C:2]2[N:7]=[C:6]([C:8]([NH:10][C:11]3[C:12]([CH3:22])=[C:13]([CH:18]=[CH:19][C:20]=3[CH3:21])[C:14]([O:16][CH3:17])=[O:15])=[O:9])[C:5]([CH3:23])=[CH:4][CH:3]=2)=[CH:27][CH:26]=1, predict the reactants needed to synthesize it. The reactants are: Cl[C:2]1[N:7]=[C:6]([C:8]([NH:10][C:11]2[C:12]([CH3:22])=[C:13]([CH:18]=[CH:19][C:20]=2[CH3:21])[C:14]([O:16][CH3:17])=[O:15])=[O:9])[C:5]([CH3:23])=[CH:4][CH:3]=1.[Cl:24][C:25]1[CH:30]=[CH:29][C:28](B(O)O)=[CH:27][CH:26]=1.C([O-])([O-])=O.[Na+].[Na+].C(Cl)Cl. (6) Given the product [F:26][C:27]1[CH:28]=[C:29]([NH:30][C:2]2[C:11]3=[N:12][NH:13][CH:14]=[C:10]3[C:9]3[CH:8]=[C:7]([O:24][CH3:25])[CH:6]=[CH:5][C:4]=3[N:3]=2)[CH:31]=[CH:32][C:33]=1[C:34]([F:36])([F:37])[F:35], predict the reactants needed to synthesize it. The reactants are: Cl[C:2]1[C:11]2=[N:12][N:13](CC3C=CC(OC)=CC=3)[CH:14]=[C:10]2[C:9]2[CH:8]=[C:7]([O:24][CH3:25])[CH:6]=[CH:5][C:4]=2[N:3]=1.[F:26][C:27]1[CH:28]=[C:29]([CH:31]=[CH:32][C:33]=1[C:34]([F:37])([F:36])[F:35])[NH2:30].Cl. (7) Given the product [O:35]1[CH:6]=[CH:5][C:4]([C:8]2[N:9]=[C:10]([C:16]3[C:17]([CH3:25])=[N:18][N:19]4[CH:24]=[CH:23][CH:22]=[CH:21][C:20]=34)[S:11][C:12]=2[C:13]([O:26][CH3:27])=[O:14])=[CH:3]1, predict the reactants needed to synthesize it. The reactants are: FC1[CH:3]=[C:4]([C:8]2[N:9]=[C:10]([C:16]3[C:17]([CH3:25])=[N:18][N:19]4[CH:24]=[CH:23][CH:22]=[CH:21][C:20]=34)[S:11][C:12]=2[C:13](N)=[O:14])[CH:5]=[CH:6]C=1.[O:26]1C=CC(B(O)O)=[CH:27]1.C(=O)([O-])[O-:35].[Cs+].[Cs+].COCCOC. (8) Given the product [CH3:13][O:12][C:8]1[CH:7]=[C:6]2[C:11]([C:2]([O:37][C:34]3[N:35]=[CH:36][C:31]([NH:30][C:23]4[C:24]5[C:29](=[CH:28][CH:27]=[CH:26][CH:25]=5)[C:20]([C:14]5[CH:15]=[CH:16][CH:17]=[CH:18][CH:19]=5)=[N:21][N:22]=4)=[CH:32][CH:33]=3)=[CH:3][CH:4]=[N:5]2)=[N:10][CH:9]=1, predict the reactants needed to synthesize it. The reactants are: Cl[C:2]1[CH:3]=[CH:4][N:5]=[C:6]2[C:11]=1[N:10]=[CH:9][C:8]([O:12][CH3:13])=[CH:7]2.[C:14]1([C:20]2[C:29]3[C:24](=[CH:25][CH:26]=[CH:27][CH:28]=3)[C:23]([NH:30][C:31]3[CH:32]=[CH:33][C:34]([OH:37])=[N:35][CH:36]=3)=[N:22][N:21]=2)[CH:19]=[CH:18][CH:17]=[CH:16][CH:15]=1.C(=O)([O-])[O-].[Cs+].[Cs+].